From a dataset of Full USPTO retrosynthesis dataset with 1.9M reactions from patents (1976-2016). Predict the reactants needed to synthesize the given product. (1) Given the product [CH2:9]([O:8][C:4]1[CH:5]=[CH:6][CH:7]=[C:2]([Br:1])[CH:3]=1)[C:10]1[CH:15]=[CH:14][CH:13]=[CH:12][CH:11]=1, predict the reactants needed to synthesize it. The reactants are: [Br:1][C:2]1[CH:3]=[C:4]([OH:8])[CH:5]=[CH:6][CH:7]=1.[CH2:9](Br)[C:10]1[CH:15]=[CH:14][CH:13]=[CH:12][CH:11]=1.C([O-])([O-])=O.[K+].[K+]. (2) Given the product [C:1]([O:4][C:5]1[CH:13]=[CH:12][C:8]([C:9]([O:20][C@H:18]([CH3:19])[CH2:17][CH:16]([CH2:21][CH3:22])[CH2:14][CH3:15])=[O:10])=[CH:7][CH:6]=1)(=[O:3])[CH3:2], predict the reactants needed to synthesize it. The reactants are: [C:1]([O:4][C:5]1[CH:13]=[CH:12][C:8]([C:9](Cl)=[O:10])=[CH:7][CH:6]=1)(=[O:3])[CH3:2].[CH2:14]([CH:16]([CH2:21][CH3:22])[CH2:17][C@H:18]([OH:20])[CH3:19])[CH3:15].C1(C)C=CC=CC=1.N1C=CC=CC=1.